Dataset: Catalyst prediction with 721,799 reactions and 888 catalyst types from USPTO. Task: Predict which catalyst facilitates the given reaction. (1) Reactant: C([O:4][CH2:5][C:6]1[CH:11]=[CH:10][C:9]([O:12][CH:13]([CH3:15])[CH3:14])=[CH:8][N:7]=1)(=O)C.C(=O)([O-])[O-].[K+].[K+]. Product: [CH3:15][CH:13]([O:12][C:9]1[CH:10]=[CH:11][C:6]([CH2:5][OH:4])=[N:7][CH:8]=1)[CH3:14]. The catalyst class is: 5. (2) Reactant: C[O:2][C:3](=[O:37])[C@@H:4]([NH:18][C:19]([C:21]1[CH:26]=[CH:25][C:24]([C:27]2[CH:32]=[CH:31][C:30]([C:33]([F:36])([F:35])[F:34])=[CH:29][CH:28]=2)=[CH:23][CH:22]=1)=[O:20])[CH2:5][C:6]1[CH:11]=[CH:10][C:9]([C:12]2[CH:17]=[CH:16][CH:15]=[CH:14][CH:13]=2)=[CH:8][CH:7]=1.[OH-].[Li+].Cl. Product: [C:9]1([C:12]2[CH:17]=[CH:16][CH:15]=[CH:14][CH:13]=2)[CH:8]=[CH:7][C:6]([CH2:5][C@H:4]([NH:18][C:19]([C:21]2[CH:26]=[CH:25][C:24]([C:27]3[CH:32]=[CH:31][C:30]([C:33]([F:34])([F:35])[F:36])=[CH:29][CH:28]=3)=[CH:23][CH:22]=2)=[O:20])[C:3]([OH:37])=[O:2])=[CH:11][CH:10]=1. The catalyst class is: 83. (3) Reactant: C[N:2]([CH3:5])C=O.P(Cl)(Cl)(Cl)=O.[C:11]1(=O)[CH2:16][CH2:15][CH2:14][CH2:13][CH2:12]1.[ClH:18].NO. Product: [Cl:18][C:11]1[CH2:16][CH2:15][CH2:14][CH2:13][C:12]=1[C:5]#[N:2]. The catalyst class is: 6. (4) Reactant: [C:1]([C:3]1[CH:8]=[CH:7][C:6]([C:9]2[N:10]=[C:11]([CH:14]([CH2:19][C:20]3[CH:25]=[CH:24][CH:23]=[CH:22][CH:21]=3)[C:15]([O:17]C)=[O:16])[NH:12][CH:13]=2)=[CH:5][CH:4]=1)#[N:2].C(=O)([O-])[O-:27].[K+].[K+].OO.[O-2].[Mg+2]. Product: [C:1]([C:3]1[CH:4]=[CH:5][C:6]([C:9]2[N:10]=[C:11]([CH:14]([CH2:19][C:20]3[CH:25]=[CH:24][CH:23]=[CH:22][CH:21]=3)[C:15]([OH:17])=[O:16])[NH:12][CH:13]=2)=[CH:7][CH:8]=1)(=[O:27])[NH2:2]. The catalyst class is: 16. (5) Reactant: [CH2:1]([CH:3]([C:6]1[C:7]2[N:8]([C:13]([C:17]3[S:18][C:19]([C:23]4[CH:28]=[CH:27][CH:26]=[CH:25][N:24]=4)=[CH:20][C:21]=3[CH3:22])=[C:14]([CH3:16])[N:15]=2)[N:9]=[C:10]([CH3:12])[CH:11]=1)[CH2:4][CH3:5])[CH3:2].[CH3:29][S:30]([OH:33])(=[O:32])=[O:31]. Product: [CH3:29][S:30]([OH:33])(=[O:32])=[O:31].[CH2:1]([CH:3]([C:6]1[C:7]2[N:8]([C:13]([C:17]3[S:18][C:19]([C:23]4[CH:28]=[CH:27][CH:26]=[C:25]([CH3:29])[N:24]=4)=[CH:20][C:21]=3[CH3:22])=[C:14]([CH3:16])[N:15]=2)[N:9]=[C:10]([CH3:12])[CH:11]=1)[CH2:4][CH3:5])[CH3:2]. The catalyst class is: 5.